Dataset: hERG Central: cardiac toxicity at 1µM, 10µM, and general inhibition. Task: Predict hERG channel inhibition at various concentrations. (1) Results: hERG_inhib (hERG inhibition (general)): blocker. The molecule is CCC(C)n1c(-c2cc(OC)c(OC)c(OC)c2)nc2nc3ccccc3nc21. (2) The drug is CCOC(=O)C1(CCOc2ccccc2)CCN(Cc2cccc(F)c2)CC1. Results: hERG_inhib (hERG inhibition (general)): blocker. (3) The molecule is O=C(CN1CCN(C(=O)c2ccco2)CC1)Nc1ccc(Cl)c(C(F)(F)F)c1. Results: hERG_inhib (hERG inhibition (general)): blocker. (4) The compound is CNC(=O)c1c(NC(=O)c2ccc(S(=O)(=O)N3CCCCC3)cc2)sc2c1CCN(C(C)C)C2. Results: hERG_inhib (hERG inhibition (general)): blocker. (5) The drug is CCOC(=O)C1CCN(C(=O)c2sc3nc(-c4ccc(F)cc4)cn3c2C)CC1. Results: hERG_inhib (hERG inhibition (general)): blocker. (6) The molecule is CCOC(=O)c1cnc2c(C(=O)OC)cccc2c1NCc1ccco1. Results: hERG_inhib (hERG inhibition (general)): blocker. (7) Results: hERG_inhib (hERG inhibition (general)): blocker. The drug is Cc1ccc2c(CC(=O)Nc3cccc(S(=O)(=O)N4CCOCC4)c3)coc2c1. (8) The compound is CCOc1ccc(-c2cnc3n2CCCCC3)cc1. Results: hERG_inhib (hERG inhibition (general)): blocker.